Task: Regression. Given a peptide amino acid sequence and an MHC pseudo amino acid sequence, predict their binding affinity value. This is MHC class II binding data.. Dataset: Peptide-MHC class II binding affinity with 134,281 pairs from IEDB (1) The peptide sequence is LLGQNTAAIAAIEAQ. The MHC is HLA-DPA10201-DPB10501 with pseudo-sequence HLA-DPA10201-DPB10501. The binding affinity (normalized) is 0. (2) The peptide sequence is IASLFAAAGLAAAAP. The binding affinity (normalized) is 0.260. The MHC is HLA-DQA10301-DQB10302 with pseudo-sequence HLA-DQA10301-DQB10302. (3) The peptide sequence is QRIYGVRYTETWSFL. The MHC is DRB5_0101 with pseudo-sequence DRB5_0101. The binding affinity (normalized) is 0.626. (4) The peptide sequence is ARVTVKDVTFRNITG. The MHC is DRB1_0405 with pseudo-sequence DRB1_0405. The binding affinity (normalized) is 0.549. (5) The peptide sequence is FLNFLEANGLNAIDF. The MHC is DRB3_0202 with pseudo-sequence DRB3_0202. The binding affinity (normalized) is 0.578. (6) The peptide sequence is GEGGVWTFDSEEPLQ. The MHC is DRB1_0301 with pseudo-sequence DRB1_0301. The binding affinity (normalized) is 0.710.